From a dataset of NCI-60 drug combinations with 297,098 pairs across 59 cell lines. Regression. Given two drug SMILES strings and cell line genomic features, predict the synergy score measuring deviation from expected non-interaction effect. (1) Drug 1: C1=C(C(=O)NC(=O)N1)F. Drug 2: CC12CCC3C(C1CCC2OP(=O)(O)O)CCC4=C3C=CC(=C4)OC(=O)N(CCCl)CCCl.[Na+]. Cell line: HOP-92. Synergy scores: CSS=5.95, Synergy_ZIP=-5.08, Synergy_Bliss=-10.9, Synergy_Loewe=-15.8, Synergy_HSA=-10.8. (2) Drug 1: C1CN1P(=S)(N2CC2)N3CC3. Drug 2: CCC1(CC2CC(C3=C(CCN(C2)C1)C4=CC=CC=C4N3)(C5=C(C=C6C(=C5)C78CCN9C7C(C=CC9)(C(C(C8N6C=O)(C(=O)OC)O)OC(=O)C)CC)OC)C(=O)OC)O.OS(=O)(=O)O. Cell line: T-47D. Synergy scores: CSS=32.8, Synergy_ZIP=3.49, Synergy_Bliss=5.87, Synergy_Loewe=-44.1, Synergy_HSA=4.80. (3) Drug 1: CCC1=CC2CC(C3=C(CN(C2)C1)C4=CC=CC=C4N3)(C5=C(C=C6C(=C5)C78CCN9C7C(C=CC9)(C(C(C8N6C)(C(=O)OC)O)OC(=O)C)CC)OC)C(=O)OC.C(C(C(=O)O)O)(C(=O)O)O. Drug 2: CN1C2=C(C=C(C=C2)N(CCCl)CCCl)N=C1CCCC(=O)O.Cl. Cell line: 786-0. Synergy scores: CSS=30.0, Synergy_ZIP=-5.25, Synergy_Bliss=-5.17, Synergy_Loewe=-28.7, Synergy_HSA=-3.77. (4) Drug 1: CC12CCC3C(C1CCC2=O)CC(=C)C4=CC(=O)C=CC34C. Drug 2: COCCOC1=C(C=C2C(=C1)C(=NC=N2)NC3=CC=CC(=C3)C#C)OCCOC.Cl. Cell line: RPMI-8226. Synergy scores: CSS=54.4, Synergy_ZIP=-0.131, Synergy_Bliss=-0.321, Synergy_Loewe=0.486, Synergy_HSA=-0.255. (5) Drug 1: CNC(=O)C1=CC=CC=C1SC2=CC3=C(C=C2)C(=NN3)C=CC4=CC=CC=N4. Drug 2: C1=NC2=C(N1)C(=S)N=CN2. Cell line: IGROV1. Synergy scores: CSS=-0.451, Synergy_ZIP=-0.195, Synergy_Bliss=-2.99, Synergy_Loewe=-4.56, Synergy_HSA=-4.49. (6) Drug 1: CCCS(=O)(=O)NC1=C(C(=C(C=C1)F)C(=O)C2=CNC3=C2C=C(C=N3)C4=CC=C(C=C4)Cl)F. Drug 2: CC1=C(C(CCC1)(C)C)C=CC(=CC=CC(=CC(=O)O)C)C. Cell line: HL-60(TB). Synergy scores: CSS=48.1, Synergy_ZIP=28.7, Synergy_Bliss=31.9, Synergy_Loewe=19.1, Synergy_HSA=25.2. (7) Drug 1: CC1=C(C(=CC=C1)Cl)NC(=O)C2=CN=C(S2)NC3=CC(=NC(=N3)C)N4CCN(CC4)CCO. Drug 2: COCCOC1=C(C=C2C(=C1)C(=NC=N2)NC3=CC=CC(=C3)C#C)OCCOC.Cl. Cell line: HCT-15. Synergy scores: CSS=12.9, Synergy_ZIP=-1.55, Synergy_Bliss=-3.67, Synergy_Loewe=-2.36, Synergy_HSA=-0.476. (8) Drug 1: CC1C(C(=O)NC(C(=O)N2CCCC2C(=O)N(CC(=O)N(C(C(=O)O1)C(C)C)C)C)C(C)C)NC(=O)C3=C4C(=C(C=C3)C)OC5=C(C(=O)C(=C(C5=N4)C(=O)NC6C(OC(=O)C(N(C(=O)CN(C(=O)C7CCCN7C(=O)C(NC6=O)C(C)C)C)C)C(C)C)C)N)C. Drug 2: CC1CCC2CC(C(=CC=CC=CC(CC(C(=O)C(C(C(=CC(C(=O)CC(OC(=O)C3CCCCN3C(=O)C(=O)C1(O2)O)C(C)CC4CCC(C(C4)OC)O)C)C)O)OC)C)C)C)OC. Cell line: SF-268. Synergy scores: CSS=3.03, Synergy_ZIP=-0.306, Synergy_Bliss=-0.265, Synergy_Loewe=-3.34, Synergy_HSA=-3.15. (9) Drug 1: CC1CCC2CC(C(=CC=CC=CC(CC(C(=O)C(C(C(=CC(C(=O)CC(OC(=O)C3CCCCN3C(=O)C(=O)C1(O2)O)C(C)CC4CCC(C(C4)OC)O)C)C)O)OC)C)C)C)OC. Drug 2: C1CNP(=O)(OC1)N(CCCl)CCCl. Cell line: IGROV1. Synergy scores: CSS=1.15, Synergy_ZIP=-4.00, Synergy_Bliss=-3.57, Synergy_Loewe=-20.2, Synergy_HSA=-3.98.